Dataset: Reaction yield outcomes from USPTO patents with 853,638 reactions. Task: Predict the reaction yield, written as a fraction of the theoretical maximum amount of product (1.0 means a 100% yield; for example, 0.34 means a 34% yield). (1) The reactants are [CH:1]1([C:4]([C:6]2[CH:7]=[N:8][C:9]3[C:14]([C:15]=2[NH:16][C:17]2[CH:18]=[CH:19][C:20]([N:23]4[CH2:28][CH2:27][CH2:26][C@H:25]([NH:29]C(=O)OC(C)(C)C)[CH2:24]4)=[N:21][CH:22]=2)=[N:13][C:12]([C:37]2[CH:42]=[C:41]([Cl:43])[C:40]([OH:44])=[C:39]([Cl:45])[CH:38]=2)=[CH:11][CH:10]=3)=[O:5])[CH2:3][CH2:2]1.C(O)(C(F)(F)F)=O. No catalyst specified. The product is [ClH:43].[ClH:43].[ClH:43].[NH2:29][C@H:25]1[CH2:26][CH2:27][CH2:28][N:23]([C:20]2[N:21]=[CH:22][C:17]([NH:16][C:15]3[C:14]4[C:9](=[CH:10][CH:11]=[C:12]([C:37]5[CH:38]=[C:39]([Cl:45])[C:40]([OH:44])=[C:41]([Cl:43])[CH:42]=5)[N:13]=4)[N:8]=[CH:7][C:6]=3[C:4]([CH:1]3[CH2:3][CH2:2]3)=[O:5])=[CH:18][CH:19]=2)[CH2:24]1. The yield is 0.420. (2) The reactants are [CH3:1][C:2]1[C:7]([CH3:8])=[CH:6][C:5]([C:9]2[CH:14]=[CH:13][CH:12]=[CH:11][CH:10]=2)=[CH:4][C:3]=1[CH2:15][NH:16][C:17]1[C:18]([F:25])=[C:19]([OH:24])[CH:20]=[CH:21][C:22]=1[F:23].C([O-])([O-])=O.[Cs+].[Cs+].Br[CH2:33][C:34]([O:36][CH:37]([CH3:39])[CH3:38])=[O:35].O. The catalyst is CC(C)=O. The product is [CH3:1][C:2]1[C:7]([CH3:8])=[CH:6][C:5]([C:9]2[CH:14]=[CH:13][CH:12]=[CH:11][CH:10]=2)=[CH:4][C:3]=1[CH2:15][NH:16][C:17]1[C:18]([F:25])=[C:19]([CH:20]=[CH:21][C:22]=1[F:23])[O:24][CH2:33][C:34]([O:36][CH:37]([CH3:39])[CH3:38])=[O:35]. The yield is 0.750. (3) The reactants are C([O:3][C:4]([CH:6]1[CH2:11][CH2:10][N:9]([C:12]2[CH:17]=[C:16]([C:18]3[C:19]([C:30]4[O:31][CH:32]=[CH:33][CH:34]=4)=[N:20][C:21]([NH2:29])=[N:22][C:23]=3[C:24]3[O:25][CH:26]=[CH:27][CH:28]=3)[CH:15]=[CH:14][N:13]=2)[CH2:8][CH2:7]1)=[O:5])C.[OH-].[Na+]. The catalyst is CO. The product is [NH2:29][C:21]1[N:20]=[C:19]([C:30]2[O:31][CH:32]=[CH:33][CH:34]=2)[C:18]([C:16]2[CH:15]=[CH:14][N:13]=[C:12]([N:9]3[CH2:8][CH2:7][CH:6]([C:4]([OH:5])=[O:3])[CH2:11][CH2:10]3)[CH:17]=2)=[C:23]([C:24]2[O:25][CH:26]=[CH:27][CH:28]=2)[N:22]=1. The yield is 0.360. (4) The reactants are CN1[CH2:5][CH:4]([OH:6])[CH2:3]1.[H-].[Na+].Br[C:10]1[C:11]([Br:16])=[N:12][CH:13]=[CH:14][N:15]=1.[CH3:17][N:18]([CH:20]=O)[CH3:19]. No catalyst specified. The product is [Br:16][C:11]1[CH:10]=[N:15][C:14]([O:6][CH:4]2[CH2:5][CH2:19][N:18]([CH3:17])[CH2:20][CH2:3]2)=[CH:13][N:12]=1. The yield is 0.260.